Dataset: NCI-60 drug combinations with 297,098 pairs across 59 cell lines. Task: Regression. Given two drug SMILES strings and cell line genomic features, predict the synergy score measuring deviation from expected non-interaction effect. (1) Drug 1: CN1CCC(CC1)COC2=C(C=C3C(=C2)N=CN=C3NC4=C(C=C(C=C4)Br)F)OC. Drug 2: C1CN(CCN1C(=O)CCBr)C(=O)CCBr. Cell line: SNB-75. Synergy scores: CSS=18.2, Synergy_ZIP=-4.31, Synergy_Bliss=0.909, Synergy_Loewe=1.95, Synergy_HSA=2.49. (2) Drug 1: C1=CC(=CC=C1C#N)C(C2=CC=C(C=C2)C#N)N3C=NC=N3. Drug 2: CN(C(=O)NC(C=O)C(C(C(CO)O)O)O)N=O. Cell line: RPMI-8226. Synergy scores: CSS=3.35, Synergy_ZIP=-0.187, Synergy_Bliss=-1.55, Synergy_Loewe=4.09, Synergy_HSA=-1.00.